Dataset: Catalyst prediction with 721,799 reactions and 888 catalyst types from USPTO. Task: Predict which catalyst facilitates the given reaction. (1) Reactant: [CH2:1]([O:3][C:4]([C:6]1[C:7]([O:22][C:23](=[O:25])[CH3:24])=[C:8]2[CH:16]=[CH:15][N:14]([CH2:17][CH2:18][CH:19]([CH3:21])[CH3:20])[C:9]2=[C:10]([C:12]#[N:13])[N:11]=1)=[O:5])[CH3:2].[Cl:26]N1C(=O)CCC1=O.C(OCC)(=O)C. Product: [CH2:1]([O:3][C:4]([C:6]1[C:7]([O:22][C:23](=[O:25])[CH3:24])=[C:8]2[C:16]([Cl:26])=[CH:15][N:14]([CH2:17][CH2:18][CH:19]([CH3:21])[CH3:20])[C:9]2=[C:10]([C:12]#[N:13])[N:11]=1)=[O:5])[CH3:2]. The catalyst class is: 3. (2) Reactant: [CH3:1][O:2][C:3]1[CH:4]=[C:5]2[C:9](=[CH:10][C:11]=1[NH:12][S:13]([CH3:16])(=[O:15])=[O:14])[C:8](=[O:17])[N:7]([CH2:18][C:19]([OH:21])=[O:20])[C:6]2=[O:22].[Cl:23][C:24]1[CH:25]=[N+:26]([O-:49])[CH:27]=[C:28]([Cl:48])[C:29]=1[CH2:30][C@@H:31]([C:33]1[CH:38]=[CH:37][C:36]([O:39][CH:40]([F:42])[F:41])=[C:35]([O:43][CH2:44][CH:45]2[CH2:47][CH2:46]2)[CH:34]=1)O.C(Cl)CCl. Product: [Cl:23][C:24]1[CH:25]=[N+:26]([O-:49])[CH:27]=[C:28]([Cl:48])[C:29]=1[CH2:30][C@@H:31]([C:33]1[CH:38]=[CH:37][C:36]([O:39][CH:40]([F:42])[F:41])=[C:35]([O:43][CH2:44][CH:45]2[CH2:47][CH2:46]2)[CH:34]=1)[O:20][C:19](=[O:21])[CH2:18][N:7]1[C:6](=[O:22])[C:5]2[C:9](=[CH:10][C:11]([NH:12][S:13]([CH3:16])(=[O:15])=[O:14])=[C:3]([O:2][CH3:1])[CH:4]=2)[C:8]1=[O:17]. The catalyst class is: 79.